This data is from Full USPTO retrosynthesis dataset with 1.9M reactions from patents (1976-2016). The task is: Predict the reactants needed to synthesize the given product. (1) Given the product [C:26]([C:25]([S:22]([C:19]1[CH:20]=[CH:21][C:16]([CH3:28])=[CH:17][CH:18]=1)(=[O:24])=[O:23])=[CH:1][C:3]1[CH:8]=[CH:7][C:6]([C:9]2[S:10][CH:11]=[CH:12][C:13]=2[C:14]#[N:15])=[CH:5][CH:4]=1)#[N:27], predict the reactants needed to synthesize it. The reactants are: [CH:1]([C:3]1[CH:8]=[CH:7][C:6]([C:9]2[S:10][CH:11]=[CH:12][C:13]=2[C:14]#[N:15])=[CH:5][CH:4]=1)=O.[C:16]1([CH3:28])[CH:21]=[CH:20][C:19]([S:22]([CH2:25][C:26]#[N:27])(=[O:24])=[O:23])=[CH:18][CH:17]=1. (2) Given the product [CH2:1]([C:3]1[CH:9]=[C:8]([CH3:10])[CH:7]=[C:6]([CH2:11][CH3:12])[C:4]=1[Cl:22])[CH3:2], predict the reactants needed to synthesize it. The reactants are: [CH2:1]([C:3]1[CH:9]=[C:8]([CH3:10])[CH:7]=[C:6]([CH2:11][CH3:12])[C:4]=1N)[CH3:2].N([O-])=O.[Na+].S(=O)(=O)(O)N.[ClH:22]. (3) Given the product [CH2:32]([NH:36][C:27]([C:12]1[C:13]([OH:26])=[C:14]([C:17]([NH:19][CH2:20][C:21]([OH:23])=[O:22])=[O:18])[C:15](=[O:16])[N:10]([CH2:9][C:3]2[CH:4]=[CH:5][C:6]([CH3:8])=[CH:7][C:2]=2[CH3:1])[C:11]=1[OH:31])=[O:29])[CH2:33][CH2:34][CH3:35], predict the reactants needed to synthesize it. The reactants are: [CH3:1][C:2]1[CH:7]=[C:6]([CH3:8])[CH:5]=[CH:4][C:3]=1[CH2:9][N:10]1[C:15](=[O:16])[C:14]([C:17]([NH:19][CH2:20][C:21]([O:23]CC)=[O:22])=[O:18])=[C:13]([OH:26])[C:12]([C:27]([O:29]C)=O)=[C:11]1[OH:31].[CH2:32]([NH2:36])[CH2:33][CH2:34][CH3:35].